From a dataset of NCI-60 drug combinations with 297,098 pairs across 59 cell lines. Regression. Given two drug SMILES strings and cell line genomic features, predict the synergy score measuring deviation from expected non-interaction effect. (1) Drug 2: C1=C(C(=O)NC(=O)N1)F. Synergy scores: CSS=15.0, Synergy_ZIP=-6.48, Synergy_Bliss=-21.1, Synergy_Loewe=-27.0, Synergy_HSA=-20.4. Drug 1: CC1=CC2C(CCC3(C2CCC3(C(=O)C)OC(=O)C)C)C4(C1=CC(=O)CC4)C. Cell line: KM12. (2) Drug 1: C1=CC(=CC=C1CCCC(=O)O)N(CCCl)CCCl. Drug 2: CC1=C(C(=CC=C1)Cl)NC(=O)C2=CN=C(S2)NC3=CC(=NC(=N3)C)N4CCN(CC4)CCO. Cell line: MOLT-4. Synergy scores: CSS=60.4, Synergy_ZIP=4.76, Synergy_Bliss=5.65, Synergy_Loewe=2.46, Synergy_HSA=3.91. (3) Drug 1: CC1=CC2C(CCC3(C2CCC3(C(=O)C)OC(=O)C)C)C4(C1=CC(=O)CC4)C. Drug 2: C1CC(=O)NC(=O)C1N2C(=O)C3=CC=CC=C3C2=O. Cell line: UACC-257. Synergy scores: CSS=4.80, Synergy_ZIP=1.65, Synergy_Bliss=7.44, Synergy_Loewe=5.49, Synergy_HSA=4.77. (4) Drug 2: CCC(=C(C1=CC=CC=C1)C2=CC=C(C=C2)OCCN(C)C)C3=CC=CC=C3.C(C(=O)O)C(CC(=O)O)(C(=O)O)O. Cell line: T-47D. Drug 1: COC1=CC(=CC(=C1O)OC)C2C3C(COC3=O)C(C4=CC5=C(C=C24)OCO5)OC6C(C(C7C(O6)COC(O7)C8=CC=CS8)O)O. Synergy scores: CSS=36.0, Synergy_ZIP=-8.93, Synergy_Bliss=-2.90, Synergy_Loewe=-7.30, Synergy_HSA=0.139. (5) Drug 1: CC1=CC=C(C=C1)C2=CC(=NN2C3=CC=C(C=C3)S(=O)(=O)N)C(F)(F)F. Drug 2: CC=C1C(=O)NC(C(=O)OC2CC(=O)NC(C(=O)NC(CSSCCC=C2)C(=O)N1)C(C)C)C(C)C. Cell line: HCT-15. Synergy scores: CSS=-1.93, Synergy_ZIP=6.92, Synergy_Bliss=0.929, Synergy_Loewe=-1.32, Synergy_HSA=-1.85. (6) Drug 1: CC1C(C(CC(O1)OC2CC(CC3=C2C(=C4C(=C3O)C(=O)C5=C(C4=O)C(=CC=C5)OC)O)(C(=O)CO)O)N)O.Cl. Drug 2: C1CNP(=O)(OC1)N(CCCl)CCCl. Cell line: CAKI-1. Synergy scores: CSS=5.27, Synergy_ZIP=-1.15, Synergy_Bliss=0.394, Synergy_Loewe=-1.46, Synergy_HSA=-0.0149. (7) Drug 1: CN1CCC(CC1)COC2=C(C=C3C(=C2)N=CN=C3NC4=C(C=C(C=C4)Br)F)OC. Drug 2: CCCCC(=O)OCC(=O)C1(CC(C2=C(C1)C(=C3C(=C2O)C(=O)C4=C(C3=O)C=CC=C4OC)O)OC5CC(C(C(O5)C)O)NC(=O)C(F)(F)F)O. Cell line: MCF7. Synergy scores: CSS=11.7, Synergy_ZIP=1.95, Synergy_Bliss=5.87, Synergy_Loewe=5.91, Synergy_HSA=6.30. (8) Drug 1: CC1=C(N=C(N=C1N)C(CC(=O)N)NCC(C(=O)N)N)C(=O)NC(C(C2=CN=CN2)OC3C(C(C(C(O3)CO)O)O)OC4C(C(C(C(O4)CO)O)OC(=O)N)O)C(=O)NC(C)C(C(C)C(=O)NC(C(C)O)C(=O)NCCC5=NC(=CS5)C6=NC(=CS6)C(=O)NCCC[S+](C)C)O. Drug 2: B(C(CC(C)C)NC(=O)C(CC1=CC=CC=C1)NC(=O)C2=NC=CN=C2)(O)O. Cell line: ACHN. Synergy scores: CSS=78.6, Synergy_ZIP=-0.636, Synergy_Bliss=-0.797, Synergy_Loewe=-0.605, Synergy_HSA=0.191. (9) Drug 1: C1=CC(=CC=C1CC(C(=O)O)N)N(CCCl)CCCl.Cl. Drug 2: CC1=CC=C(C=C1)C2=CC(=NN2C3=CC=C(C=C3)S(=O)(=O)N)C(F)(F)F. Cell line: CCRF-CEM. Synergy scores: CSS=34.6, Synergy_ZIP=-0.807, Synergy_Bliss=-2.65, Synergy_Loewe=-8.96, Synergy_HSA=-3.12.